From a dataset of Peptide-MHC class I binding affinity with 185,985 pairs from IEDB/IMGT. Regression. Given a peptide amino acid sequence and an MHC pseudo amino acid sequence, predict their binding affinity value. This is MHC class I binding data. (1) The peptide sequence is FIRIIRPDY. The MHC is HLA-A11:01 with pseudo-sequence HLA-A11:01. The binding affinity (normalized) is 0. (2) The peptide sequence is KTGECSKCY. The MHC is HLA-A30:01 with pseudo-sequence HLA-A30:01. The binding affinity (normalized) is 0.0910. (3) The peptide sequence is KQNPDIVIY. The MHC is HLA-A29:02 with pseudo-sequence HLA-A29:02. The binding affinity (normalized) is 0.221. (4) The peptide sequence is MFTNRSGSQ. The MHC is HLA-A02:01 with pseudo-sequence HLA-A02:01. The binding affinity (normalized) is 0.